The task is: Regression. Given two drug SMILES strings and cell line genomic features, predict the synergy score measuring deviation from expected non-interaction effect.. This data is from Merck oncology drug combination screen with 23,052 pairs across 39 cell lines. (1) Cell line: OCUBM. Synergy scores: synergy=8.52. Drug 2: CNC(=O)c1cc(Oc2ccc(NC(=O)Nc3ccc(Cl)c(C(F)(F)F)c3)cc2)ccn1. Drug 1: Cn1nnc2c(C(N)=O)ncn2c1=O. (2) Drug 1: CCC1=CC2CN(C1)Cc1c([nH]c3ccccc13)C(C(=O)OC)(c1cc3c(cc1OC)N(C)C1C(O)(C(=O)OC)C(OC(C)=O)C4(CC)C=CCN5CCC31C54)C2. Drug 2: Cn1cc(-c2cnn3c(N)c(Br)c(C4CCCNC4)nc23)cn1. Cell line: A427. Synergy scores: synergy=1.48. (3) Drug 1: O=P1(N(CCCl)CCCl)NCCCO1. Drug 2: CC1(c2nc3c(C(N)=O)cccc3[nH]2)CCCN1. Cell line: HT29. Synergy scores: synergy=0.673. (4) Drug 1: CC(=O)OC1C(=O)C2(C)C(O)CC3OCC3(OC(C)=O)C2C(OC(=O)c2ccccc2)C2(O)CC(OC(=O)C(O)C(NC(=O)c3ccccc3)c3ccccc3)C(C)=C1C2(C)C. Drug 2: O=C(NOCC(O)CO)c1ccc(F)c(F)c1Nc1ccc(I)cc1F. Cell line: LNCAP. Synergy scores: synergy=-17.6. (5) Drug 1: N#Cc1ccc(Cn2cncc2CN2CCN(c3cccc(Cl)c3)C(=O)C2)cc1. Drug 2: Cn1cc(-c2cnn3c(N)c(Br)c(C4CCCNC4)nc23)cn1. Cell line: LNCAP. Synergy scores: synergy=-69.9. (6) Drug 1: CCC1(O)C(=O)OCc2c1cc1n(c2=O)Cc2cc3c(CN(C)C)c(O)ccc3nc2-1. Drug 2: CCc1cnn2c(NCc3ccc[n+]([O-])c3)cc(N3CCCCC3CCO)nc12. Cell line: RPMI7951. Synergy scores: synergy=-8.18.